This data is from Forward reaction prediction with 1.9M reactions from USPTO patents (1976-2016). The task is: Predict the product of the given reaction. (1) The product is: [Br:11][CH2:10][C:1]1[CH:6]=[CH:5][C:4]([C:7](=[O:9])[CH3:8])=[CH:3][CH:2]=1. Given the reactants [C:1]1([CH3:10])[CH:6]=[CH:5][C:4]([C:7](=[O:9])[CH3:8])=[CH:3][CH:2]=1.[Br:11]N1C(=O)CCC1=O, predict the reaction product. (2) Given the reactants Br[C:2]1[CH:3]=[C:4]2[C:8](=[CH:9][CH:10]=1)[NH:7][CH:6]=[CH:5]2.B([O-])([O-])O[C:13]1[CH:18]=[CH:17][C:16]([O:19][CH2:20][C:21]2[CH:26]=[CH:25][CH:24]=[CH:23][CH:22]=2)=[CH:15][CH:14]=1.C(=O)([O-])[O-].[Na+].[Na+].C1(C)C=CC=CC=1, predict the reaction product. The product is: [CH2:20]([O:19][C:16]1[CH:17]=[CH:18][C:13]([C:2]2[CH:3]=[C:4]3[C:8](=[CH:9][CH:10]=2)[NH:7][CH:6]=[CH:5]3)=[CH:14][CH:15]=1)[C:21]1[CH:26]=[CH:25][CH:24]=[CH:23][CH:22]=1. (3) Given the reactants [NH2:1][C:2]1[CH:3]=[C:4]([CH:16]=[CH:17][C:18]=1[O:19][CH3:20])[C:5]([NH:7][C:8]1[CH:13]=[CH:12][C:11]([F:14])=[C:10]([F:15])[CH:9]=1)=[O:6].[Cl:21][C:22]1[CH:23]=[C:24]([S:29](Cl)(=[O:31])=[O:30])[CH:25]=[C:26]([Cl:28])[CH:27]=1, predict the reaction product. The product is: [Cl:28][C:26]1[CH:25]=[C:24]([S:29]([NH:1][C:2]2[CH:3]=[C:4]([CH:16]=[CH:17][C:18]=2[O:19][CH3:20])[C:5]([NH:7][C:8]2[CH:13]=[CH:12][C:11]([F:14])=[C:10]([F:15])[CH:9]=2)=[O:6])(=[O:30])=[O:31])[CH:23]=[C:22]([Cl:21])[CH:27]=1. (4) Given the reactants [CH3:1][O:2][C:3]1[CH:30]=[C:29]([O:31][CH3:32])[CH:28]=[CH:27][C:4]=1[CH2:5][N:6]([C:20]1[CH:25]=[CH:24][CH:23]=[C:22]([F:26])[N:21]=1)[S:7]([C:10]1[CH:19]=[CH:18][C:13]2[NH:14][C:15](=[O:17])[O:16][C:12]=2[CH:11]=1)(=[O:9])=[O:8].C1(P(C2C=CC=CC=2)C2C=CC=CC=2)C=CC=CC=1.CCOC(/N=N/C(OCC)=O)=O.O[C@H:65]([C:67]1[CH:68]=[CH:69][CH:70]=[C:71]2[C:76]=1[CH2:75][N:74]([C:77]([O:79][C:80]([CH3:83])([CH3:82])[CH3:81])=[O:78])[CH2:73][CH2:72]2)[CH3:66], predict the reaction product. The product is: [CH3:1][O:2][C:3]1[CH:30]=[C:29]([O:31][CH3:32])[CH:28]=[CH:27][C:4]=1[CH2:5][N:6]([C:20]1[CH:25]=[CH:24][CH:23]=[C:22]([F:26])[N:21]=1)[S:7]([C:10]1[CH:19]=[CH:18][C:13]2[N:14]([C@@H:65]([C:67]3[CH:68]=[CH:69][CH:70]=[C:71]4[C:76]=3[CH2:75][N:74]([C:77]([O:79][C:80]([CH3:81])([CH3:83])[CH3:82])=[O:78])[CH2:73][CH2:72]4)[CH3:66])[C:15](=[O:17])[O:16][C:12]=2[CH:11]=1)(=[O:8])=[O:9]. (5) Given the reactants [CH3:1][NH2:2].C([O-])([O-])=O.[Na+].[Na+].[Br:9][C:10]1[CH:15]=[CH:14][C:13]([C:16]2[CH:21]=[CH:20][C:19]([Br:22])=[CH:18][C:17]=2[CH2:23]Br)=[C:12]([CH2:25]Br)[CH:11]=1, predict the reaction product. The product is: [Br:9][C:10]1[CH:15]=[CH:14][C:13]2[C:16]3[CH:21]=[CH:20][C:19]([Br:22])=[CH:18][C:17]=3[CH2:23][N:2]([CH3:1])[CH2:25][C:12]=2[CH:11]=1.